This data is from Forward reaction prediction with 1.9M reactions from USPTO patents (1976-2016). The task is: Predict the product of the given reaction. The product is: [Si:1]([O:8][C@H:9]1[CH2:13][CH2:12][N:11]([CH2:18][C:19]2[CH:24]=[CH:23][C:22]([CH3:25])=[CH:21][CH:20]=2)[C:10]1=[O:14])([C:4]([CH3:7])([CH3:6])[CH3:5])([CH3:3])[CH3:2]. Given the reactants [Si:1]([O:8][C@H:9]1[CH2:13][CH2:12][NH:11][C:10]1=[O:14])([C:4]([CH3:7])([CH3:6])[CH3:5])([CH3:3])[CH3:2].[H-].[Na+].Br[CH2:18][C:19]1[CH:24]=[CH:23][C:22]([CH3:25])=[CH:21][CH:20]=1, predict the reaction product.